Dataset: Reaction yield outcomes from USPTO patents with 853,638 reactions. Task: Predict the reaction yield, written as a fraction of the theoretical maximum amount of product (1.0 means a 100% yield; for example, 0.34 means a 34% yield). (1) The reactants are CN(C)/[CH:3]=[CH:4]/[C:5]1[N:10]=[C:9]([S:11][CH3:12])[N:8]=[C:7]2[N:13]([C:18]3[CH:23]=[CH:22][C:21]([S:24][CH3:25])=[CH:20][CH:19]=3)C=[N:15][C:16](=[O:17])[C:6]=12. The catalyst is C(O)(=O)C. The product is [CH3:12][S:11][C:9]1[N:8]=[C:7]([NH:13][C:18]2[CH:19]=[CH:20][C:21]([S:24][CH3:25])=[CH:22][CH:23]=2)[C:6]2[C:16](=[O:17])[NH:15][CH:3]=[CH:4][C:5]=2[N:10]=1. The yield is 0.750. (2) The reactants are [NH2:1][C:2]1[CH:3]=[C:4]([CH:8]=[CH:9][C:10]=1[NH2:11])[C:5]([OH:7])=[O:6].C(O[C:15](=N)[CH2:16][C:17]([O:19][CH2:20][CH3:21])=[O:18])C.C(O)(=O)C. The catalyst is C(OCC)C. The product is [CH2:20]([O:19][C:17]([CH2:16][C:15]1[NH:11][C:10]2[CH:9]=[CH:8][C:4]([C:5]([OH:7])=[O:6])=[CH:3][C:2]=2[N:1]=1)=[O:18])[CH3:21]. The yield is 0.830.